Task: Predict the product of the given reaction.. Dataset: Forward reaction prediction with 1.9M reactions from USPTO patents (1976-2016) Given the reactants [CH3:1][S:2]([CH2:5][C:6]1[CH:11]=[CH:10][C:9]([C:12]2[CH:13]=[C:14]3[CH2:20][CH:19]([CH:21]4[CH2:26][CH2:25][N:24]([C:27]#[N:28])[CH2:23][CH2:22]4)[O:18][C:15]3=[CH:16][N:17]=2)=[CH:8][CH:7]=1)(=[O:4])=[O:3].[OH:29][NH:30][C:31](=N)[CH:32]([CH3:34])[CH3:33], predict the reaction product. The product is: [CH:32]([C:31]1[N:28]=[C:27]([N:24]2[CH2:25][CH2:26][CH:21]([CH:19]3[O:18][C:15]4=[CH:16][N:17]=[C:12]([C:9]5[CH:8]=[CH:7][C:6]([CH2:5][S:2]([CH3:1])(=[O:3])=[O:4])=[CH:11][CH:10]=5)[CH:13]=[C:14]4[CH2:20]3)[CH2:22][CH2:23]2)[O:29][N:30]=1)([CH3:34])[CH3:33].